From a dataset of Peptide-MHC class II binding affinity with 134,281 pairs from IEDB. Regression. Given a peptide amino acid sequence and an MHC pseudo amino acid sequence, predict their binding affinity value. This is MHC class II binding data. (1) The peptide sequence is RLKGKSCDDWLGGSV. The MHC is DRB1_1302 with pseudo-sequence DRB1_1302. The binding affinity (normalized) is 0. (2) The binding affinity (normalized) is 0.579. The MHC is DRB1_1001 with pseudo-sequence DRB1_1001. The peptide sequence is GPTATFEAMYLGTCQ.